From a dataset of Catalyst prediction with 721,799 reactions and 888 catalyst types from USPTO. Predict which catalyst facilitates the given reaction. (1) Reactant: [Br:1][C:2]1[C:3]([Cl:12])=[C:4]2[CH:10]=[C:9](I)[NH:8][C:5]2=[N:6][CH:7]=1.C(=O)([O-])[O-].[K+].[K+].[C:19]([O:23][C:24]([N:26]1[CH2:31][CH:30]=[C:29](B2OC(C)(C)C(C)(C)O2)[CH2:28][CH2:27]1)=[O:25])([CH3:22])([CH3:21])[CH3:20]. Product: [C:19]([O:23][C:24]([N:26]1[CH2:27][CH:28]=[C:29]([C:9]2[NH:8][C:5]3=[N:6][CH:7]=[C:2]([Br:1])[C:3]([Cl:12])=[C:4]3[CH:10]=2)[CH2:30][CH2:31]1)=[O:25])([CH3:22])([CH3:20])[CH3:21]. The catalyst class is: 235. (2) Reactant: Br[C:2]1[CH:3]=[CH:4][C:5](=[O:11])[N:6]([CH2:8][C:9]#[N:10])[CH:7]=1.C([O-])(=O)C.[K+].[B:17]1([B:17]2[O:21][C:20]([CH3:23])([CH3:22])[C:19]([CH3:25])([CH3:24])[O:18]2)[O:21][C:20]([CH3:23])([CH3:22])[C:19]([CH3:25])([CH3:24])[O:18]1. Product: [O:11]=[C:5]1[CH:4]=[CH:3][C:2]([B:17]2[O:21][C:20]([CH3:23])([CH3:22])[C:19]([CH3:25])([CH3:24])[O:18]2)=[CH:7][N:6]1[CH2:8][C:9]#[N:10]. The catalyst class is: 423. (3) Reactant: [CH3:1][O:2][C:3](=[O:19])[C@@H:4]([NH:8][C:9]([O:11][CH2:12][C:13]1[CH:18]=[CH:17][CH:16]=[CH:15][CH:14]=1)=[O:10])[CH2:5][CH2:6][OH:7].N1C=CN=C1.[C:25]([Si:29](Cl)([CH3:31])[CH3:30])([CH3:28])([CH3:27])[CH3:26].CN(C)C=O. Product: [CH3:1][O:2][C:3](=[O:19])[C@@H:4]([NH:8][C:9]([O:11][CH2:12][C:13]1[CH:14]=[CH:15][CH:16]=[CH:17][CH:18]=1)=[O:10])[CH2:5][CH2:6][O:7][Si:29]([C:25]([CH3:28])([CH3:27])[CH3:26])([CH3:31])[CH3:30]. The catalyst class is: 30. (4) Reactant: [Br:1][C:2]1[CH:3]=[C:4]([C@@:9]([NH:19][S@@:20]([C:22]([CH3:25])([CH3:24])[CH3:23])=[O:21])([CH2:12][C:13](=[O:18])[C:14]([F:17])([F:16])[F:15])[CH2:10][F:11])[C:5]([F:8])=[N:6][CH:7]=1.[BH4-].[Na+].C(=O)(O)[O-].[Na+]. Product: [Br:1][C:2]1[CH:3]=[C:4]([C@@:9]([NH:19][S@@:20]([C:22]([CH3:25])([CH3:24])[CH3:23])=[O:21])([CH2:12][C@H:13]([OH:18])[C:14]([F:15])([F:17])[F:16])[CH2:10][F:11])[C:5]([F:8])=[N:6][CH:7]=1. The catalyst class is: 5.